This data is from Experimentally validated miRNA-target interactions with 360,000+ pairs, plus equal number of negative samples. The task is: Binary Classification. Given a miRNA mature sequence and a target amino acid sequence, predict their likelihood of interaction. (1) The miRNA is mmu-miR-7229-3p with sequence UACACAGACCAGUGACUUUCUGCA. The protein sequence of the target gene is MAAPQSRPRRGELILLCALLGTLWEIGRGQIRYSVPEETDKGSFVGNISKDLGLDPRKLAKHGVRIVSRGRTQLFALNPRSGSLITAGRIDREELCAQSPRCLININTLVEDKGKLFGVEIEIIDINDNNPKFQVEDLEVKINEIAVPGARYPLPEAVDPDVGVNSLQSYQLSPNHHFSLDVQTGDNGAINPELVLERALDREEEAAHHLVLTASDGGKPPRSSTVRIHVTVLDTNDNAPVFPHPIYRVKVLENMPPGTRLLTVTASDPDEGINGKVAYKFRKINEKQTPLFQLNENTGE.... Result: 0 (no interaction). (2) The miRNA is hsa-miR-3941 with sequence UUACACACAACUGAGGAUCAUA. The protein sequence of the target gene is MTPPKLRASLSPSLLLLLSGCLLAAARREKGAASNVAEPVPGPTGGSSGRFLSPEQHACSWQLLLPAPEAAAGSELALRCQSPDGARHQCAYRGHPERCAAYAARRAHFWKQVLGGLRKKRRPCHDPAPLQARLCAGKKGHGAELRLVPRASPPARPTVAGFAGESKPRARNRGRTRERASGPAAGTPPPQSAPPKENPSERKTNEGKRKAALVPNEERPMGTGPDPDGLDGNAELTETYCAEKWHSLCNFFVNFWNG. Result: 1 (interaction). (3) The miRNA is mmu-let-7b-5p with sequence UGAGGUAGUAGGUUGUGUGGUU. The protein sequence of the target gene is MARPRPREYKAGDLVFAKMKGYPHWPARIDELPEGAVKPPANKYPIFFFGTHETAFLGPKDLFPYKEYKDKFGKSNKRKGFNEGLWEIENNPGVKFTGYQTIQQQSSSETEGEGGNTADASSEEEGDRVEDGKGKRKNEKGGSKRKKSYTSKKSSKQSRKSPGDEDDKDCKEEENKSSSEGGDAGNDTRNTTADLQKAGEGT. Result: 1 (interaction). (4) The miRNA is hsa-miR-100-5p with sequence AACCCGUAGAUCCGAACUUGUG. The protein sequence of the target gene is MKVIFLRQLKTRGMERKCSRRPGLGPPTLYTFLLGIIFITLSSSRILLVKYSANEENKYDYLPTTVNVCSELMKLILCILVSLCVIKKEDHQSRHLRCTSWKEFSSFMKWSIPAFLYFLDNLIVFYVLSYLQPAMAVIFSNFSIITTALLFRIVLKRHLNWIQWASLLILFLSIVALTASTKTSQHELAGHGFHHDAFFTPSNSCLHFRRDCSLRDNCTSKEWTFSEVQWNTTARVFSHIRLGLGHVLIIVQCFISSMANIYNEKILKEGTQLTESIFIQNSKLYFFGIVFNGLTLVLQS.... Result: 0 (no interaction). (5) The miRNA is mmu-miR-146a-3p with sequence CCUGUGAAAUUCAGUUCUUCAG. The protein sequence of the target gene is MIEMAAEKEPFLVPAPPPPLKDESGGGGGPEVQSHQEAASGELRDGTEHGPGPRAHSAGAAASGGGGPQAQAHGEPHGRAAAPADVGEERRGGGGTDLGPPAPPRPRNGYQPHRPPGGGGGKRRNSCNVGGGSGGSFKHPAFKRRRRVNSDCDSVLPSNFLLGGNIFDPLNLNSLLDEEVSRALNAETPKSSPLPAKGRDPVEILIPKDITDPLSLNTCTDEAHVVLASPLKIGRKRHRHRGPHHQQQQQASGGNDSNAAVLPTDPLTPSLHGEGATQQQQNRGQNRDAPQPYELNTAIN.... Result: 0 (no interaction). (6) The miRNA is hsa-miR-6132 with sequence AGCAGGGCUGGGGAUUGCA. The protein sequence of the target gene is MVGLGACTLTGVTLIFLLLPRSLESCGHIEISPPVVRLGDPVLASCTISPNCSKLDQQAKILWRLQDEPIQPGDRQHHLPDGTQESLITLPHLNYTQAFLFCLVPWEDSVQLLDQAELHAGYPPASPSNLSCLMHLTTNSLVCQWEPGPETHLPTSFILKSFRSRADCQYQGDTIPDCVAKKRQNNCSIPRKNLLLYQYMAIWVQAENMLGSSESPKLCLDPMDVVKLEPPMLQALDIGPDVVSHQPGCLWLSWKPWKPSEYMEQECELRYQPQLKGANWTLVFHLPSSKDQFELCGLHQ.... Result: 0 (no interaction).